Dataset: Forward reaction prediction with 1.9M reactions from USPTO patents (1976-2016). Task: Predict the product of the given reaction. (1) Given the reactants [F:1][C:2]1[C:7]([CH:8]=O)=[CH:6][CH:5]=[CH:4][C:3]=1[C:10]1[N:14]([S:15]([C:18]2[CH:19]=[N:20][CH:21]=[CH:22][CH:23]=2)(=[O:17])=[O:16])[CH:13]=[C:12]([CH2:24][N:25]([CH3:33])[C:26](=[O:32])[O:27][C:28]([CH3:31])([CH3:30])[CH3:29])[CH:11]=1.Cl.[NH2:35][OH:36].C([O-])(=O)C.[Na+].C(=O)([O-])O.[Na+], predict the reaction product. The product is: [F:1][C:2]1[C:7]([CH:8]=[N:35][OH:36])=[CH:6][CH:5]=[CH:4][C:3]=1[C:10]1[N:14]([S:15]([C:18]2[CH:19]=[N:20][CH:21]=[CH:22][CH:23]=2)(=[O:16])=[O:17])[CH:13]=[C:12]([CH2:24][N:25]([CH3:33])[C:26](=[O:32])[O:27][C:28]([CH3:31])([CH3:30])[CH3:29])[CH:11]=1. (2) Given the reactants [C:1]([O:5][C:6]([C:8]([S:11][C:12]1[S:13][CH:14]=[C:15]([C:17]([OH:19])=[O:18])[N:16]=1)([CH3:10])[CH3:9])=[O:7])([CH3:4])([CH3:3])[CH3:2].Cl.[CH2:21](N=C=NCCCN(C)C)C.CO, predict the reaction product. The product is: [CH3:21][O:18][C:17]([C:15]1[N:16]=[C:12]([S:11][C:8]([C:6]([O:5][C:1]([CH3:2])([CH3:3])[CH3:4])=[O:7])([CH3:10])[CH3:9])[S:13][CH:14]=1)=[O:19]. (3) Given the reactants [F:1][C:2]1[C:7]([O:8][CH3:9])=[CH:6][CH:5]=[C:4]([F:10])[C:3]=1B(O)O.C(O)(=[O:16])C.OO, predict the reaction product. The product is: [F:1][C:2]1[C:7]([O:8][CH3:9])=[CH:6][CH:5]=[C:4]([F:10])[C:3]=1[OH:16]. (4) Given the reactants [C:1]([C-:4]1[CH:8]=[CH:7][CH:6]=[CH:5]1)(=[O:3])[CH3:2].[C-:9]1([C:14](=O)[CH3:15])[CH:13]=[CH:12][CH:11]=[CH:10]1.[Fe+2:17].Cl.O, predict the reaction product. The product is: [C:1]([C-:4]1[CH:8]=[CH:7][CH:6]=[CH:5]1)(=[O:3])[CH3:2].[CH2:14]([C-:9]1[CH:13]=[CH:12][CH:11]=[CH:10]1)[CH3:15].[Fe+2:17]. (5) Given the reactants Br[C:2]1[C:3](=[O:9])[CH2:4][CH2:5][C:6]=1[O:7][CH3:8].[CH2:10]([O:17][C:18]1[CH:23]=[C:22]([CH3:24])[C:21](B(O)O)=[C:20]([CH3:28])[CH:19]=1)[C:11]1[CH:16]=[CH:15][CH:14]=[CH:13][CH:12]=1.P([O-])([O-])([O-])=O.[K+].[K+].[K+].C1(P(C2CCCCC2)C2C=CC=CC=2C2C(OC)=CC=CC=2OC)CCCCC1, predict the reaction product. The product is: [CH2:10]([O:17][C:18]1[CH:23]=[C:22]([CH3:24])[C:21]([C:2]2[C:3](=[O:9])[CH2:4][CH2:5][C:6]=2[O:7][CH3:8])=[C:20]([CH3:28])[CH:19]=1)[C:11]1[CH:16]=[CH:15][CH:14]=[CH:13][CH:12]=1. (6) Given the reactants [CH3:1][O:2][C:3]1[CH:8]=[CH:7][C:6]([N+:9]([O-:11])=[O:10])=[CH:5][C:4]=1[OH:12].Cl.Cl[CH2:15][CH2:16][N:17]([CH3:19])[CH3:18].[H-].[Na+].N#N, predict the reaction product. The product is: [CH3:1][O:2][C:3]1[CH:8]=[CH:7][C:6]([N+:9]([O-:11])=[O:10])=[CH:5][C:4]=1[O:12][CH2:15][CH2:16][N:17]([CH3:19])[CH3:18].